From a dataset of NCI-60 drug combinations with 297,098 pairs across 59 cell lines. Regression. Given two drug SMILES strings and cell line genomic features, predict the synergy score measuring deviation from expected non-interaction effect. (1) Drug 1: COC1=NC(=NC2=C1N=CN2C3C(C(C(O3)CO)O)O)N. Drug 2: CCC1(C2=C(COC1=O)C(=O)N3CC4=CC5=C(C=CC(=C5CN(C)C)O)N=C4C3=C2)O.Cl. Cell line: NCI/ADR-RES. Synergy scores: CSS=9.30, Synergy_ZIP=3.36, Synergy_Bliss=8.10, Synergy_Loewe=-21.7, Synergy_HSA=3.69. (2) Drug 1: CN(CCCl)CCCl.Cl. Drug 2: C(CCl)NC(=O)N(CCCl)N=O. Cell line: HL-60(TB). Synergy scores: CSS=72.3, Synergy_ZIP=-0.00149, Synergy_Bliss=3.33, Synergy_Loewe=-21.9, Synergy_HSA=3.30. (3) Drug 2: CNC(=O)C1=NC=CC(=C1)OC2=CC=C(C=C2)NC(=O)NC3=CC(=C(C=C3)Cl)C(F)(F)F. Drug 1: CCC(=C(C1=CC=CC=C1)C2=CC=C(C=C2)OCCN(C)C)C3=CC=CC=C3.C(C(=O)O)C(CC(=O)O)(C(=O)O)O. Synergy scores: CSS=-0.209, Synergy_ZIP=5.70, Synergy_Bliss=0.00301, Synergy_Loewe=-2.40, Synergy_HSA=-1.70. Cell line: A549. (4) Drug 1: C1=C(C(=O)NC(=O)N1)F. Drug 2: CN(C(=O)NC(C=O)C(C(C(CO)O)O)O)N=O. Cell line: A549. Synergy scores: CSS=30.5, Synergy_ZIP=0.759, Synergy_Bliss=-5.00, Synergy_Loewe=-20.1, Synergy_HSA=-4.08. (5) Drug 1: CC1=C(N=C(N=C1N)C(CC(=O)N)NCC(C(=O)N)N)C(=O)NC(C(C2=CN=CN2)OC3C(C(C(C(O3)CO)O)O)OC4C(C(C(C(O4)CO)O)OC(=O)N)O)C(=O)NC(C)C(C(C)C(=O)NC(C(C)O)C(=O)NCCC5=NC(=CS5)C6=NC(=CS6)C(=O)NCCC[S+](C)C)O. Drug 2: C1CN(CCN1C(=O)CCBr)C(=O)CCBr. Cell line: RPMI-8226. Synergy scores: CSS=23.2, Synergy_ZIP=-5.14, Synergy_Bliss=-3.66, Synergy_Loewe=-5.39, Synergy_HSA=-4.74. (6) Drug 1: CCC1(CC2CC(C3=C(CCN(C2)C1)C4=CC=CC=C4N3)(C5=C(C=C6C(=C5)C78CCN9C7C(C=CC9)(C(C(C8N6C=O)(C(=O)OC)O)OC(=O)C)CC)OC)C(=O)OC)O.OS(=O)(=O)O. Drug 2: CC1=C2C(C(=O)C3(C(CC4C(C3C(C(C2(C)C)(CC1OC(=O)C(C(C5=CC=CC=C5)NC(=O)C6=CC=CC=C6)O)O)OC(=O)C7=CC=CC=C7)(CO4)OC(=O)C)O)C)OC(=O)C. Cell line: CAKI-1. Synergy scores: CSS=15.1, Synergy_ZIP=-6.35, Synergy_Bliss=-7.96, Synergy_Loewe=-16.5, Synergy_HSA=-6.91. (7) Drug 1: C1=NNC2=C1C(=O)NC=N2. Drug 2: CCC1(C2=C(COC1=O)C(=O)N3CC4=CC5=C(C=CC(=C5CN(C)C)O)N=C4C3=C2)O.Cl. Cell line: SF-295. Synergy scores: CSS=52.9, Synergy_ZIP=-4.45, Synergy_Bliss=-6.73, Synergy_Loewe=-11.1, Synergy_HSA=-2.83. (8) Drug 1: C1C(C(OC1N2C=NC3=C(N=C(N=C32)Cl)N)CO)O. Drug 2: C1=NNC2=C1C(=O)NC=N2. Cell line: LOX IMVI. Synergy scores: CSS=4.12, Synergy_ZIP=-2.14, Synergy_Bliss=-1.92, Synergy_Loewe=-10.1, Synergy_HSA=-4.59. (9) Drug 1: CN(C)N=NC1=C(NC=N1)C(=O)N. Drug 2: C1CNP(=O)(OC1)N(CCCl)CCCl. Cell line: ACHN. Synergy scores: CSS=-8.57, Synergy_ZIP=-4.15, Synergy_Bliss=-8.43, Synergy_Loewe=-21.7, Synergy_HSA=-10.9.